Predict the reaction yield, written as a fraction of the theoretical maximum amount of product (1.0 means a 100% yield; for example, 0.34 means a 34% yield). From a dataset of Reaction yield outcomes from USPTO patents with 853,638 reactions. (1) The reactants are [C:1]([CH:3]([CH2:8][CH2:9][C:10]([F:34])([F:33])[C:11]([F:32])([F:31])[C:12]([F:30])([F:29])[C:13]([F:28])([F:27])[C:14]([F:26])([F:25])[C:15]([F:24])([F:23])[C:16]([F:22])([F:21])[C:17]([F:20])([F:19])[F:18])[C:4]([O:6][CH3:7])=[O:5])#[N:2].N. The catalyst is CO.[Ni]. The product is [NH2:2][CH2:1][CH:3]([CH2:8][CH2:9][C:10]([F:33])([F:34])[C:11]([F:31])([F:32])[C:12]([F:29])([F:30])[C:13]([F:27])([F:28])[C:14]([F:25])([F:26])[C:15]([F:23])([F:24])[C:16]([F:21])([F:22])[C:17]([F:20])([F:18])[F:19])[C:4]([O:6][CH3:7])=[O:5]. The yield is 0.850. (2) The reactants are F[C:2](F)(F)[C:3]([OH:5])=O.FC(F)(F)C(O)=O.[NH2:15][C:16]1[N:21]=[CH:20][N:19]=[C:18]2[N:22]([CH:26]([C:28]3[C:29](OCC)=[C:30]([CH:37]4[CH2:40][N:39]([C:41]([CH3:46])([CH3:45])[C:42]([OH:44])=O)[CH2:38]4)[C:31]([C:35]#[N:36])=[C:32]([Cl:34])[CH:33]=3)[CH3:27])[N:23]=[C:24]([CH3:25])[C:17]=12.N.C(O)C.C([N:56](CC)CC)C.F[P-](F)(F)(F)(F)F.N1(O[P+](N(C)C)(N(C)C)N(C)C)C2C=CC=CC=2N=N1. The catalyst is CN(C)C=O. The product is [NH2:15][C:16]1[N:21]=[CH:20][N:19]=[C:18]2[N:22]([CH:26]([C:28]3[C:29]([O:5][CH2:3][CH3:2])=[C:30]([CH:37]4[CH2:38][N:39]([C:41]([CH3:45])([CH3:46])[C:42]([NH2:56])=[O:44])[CH2:40]4)[C:31]([C:35]#[N:36])=[C:32]([Cl:34])[CH:33]=3)[CH3:27])[N:23]=[C:24]([CH3:25])[C:17]=12. The yield is 0.730.